This data is from Full USPTO retrosynthesis dataset with 1.9M reactions from patents (1976-2016). The task is: Predict the reactants needed to synthesize the given product. (1) Given the product [Cl:6][C:7]1[C:8]([CH:18]([S:27]([C:30]2[CH:31]=[CH:32][C:33]([Cl:36])=[CH:34][CH:35]=2)(=[O:28])=[O:29])[C:19]2[CH:24]=[C:23]([F:25])[CH:22]=[CH:21][C:20]=2[F:26])=[CH:9][C:10]([NH:13][CH2:14][CH2:15][CH2:16][NH:17][S:45]([CH3:44])(=[O:47])=[O:46])=[N:11][CH:12]=1, predict the reactants needed to synthesize it. The reactants are: C(Cl)Cl.Cl.Cl.[Cl:6][C:7]1[C:8]([CH:18]([S:27]([C:30]2[CH:35]=[CH:34][C:33]([Cl:36])=[CH:32][CH:31]=2)(=[O:29])=[O:28])[C:19]2[CH:24]=[C:23]([F:25])[CH:22]=[CH:21][C:20]=2[F:26])=[CH:9][C:10]([NH:13][CH2:14][CH2:15][CH2:16][NH2:17])=[N:11][CH:12]=1.C(N(CC)CC)C.[CH3:44][S:45](Cl)(=[O:47])=[O:46]. (2) Given the product [CH2:31]([O:30][C:28](=[O:29])[NH:22][CH2:9][CH:8]([C:13]1[CH:14]=[CH:15][C:16]([Br:19])=[CH:17][CH:18]=1)[C:5]1[CH:4]=[CH:3][C:2]([F:1])=[CH:7][CH:6]=1)[C:32]1[CH:41]=[CH:40][CH:39]=[CH:38][CH:37]=1, predict the reactants needed to synthesize it. The reactants are: [F:1][C:2]1[CH:7]=[CH:6][C:5]([CH:8]([C:13]2[CH:18]=[CH:17][C:16]([Br:19])=[CH:15][CH:14]=2)[CH2:9]C(O)=O)=[CH:4][CH:3]=1.C([N:22](CC)CC)C.Cl[C:28]([O:30][CH2:31][CH3:32])=[O:29].[N-]=[N+]=[N-].[Na+].[CH2:37](O)[C:38]1C=C[CH:41]=[CH:40][CH:39]=1.C(=O)(O)[O-].[Na+]. (3) Given the product [CH3:4][C:3]1([CH3:5])[CH2:2][O:1][C:28](=[O:30])[N:6]1[C:7]1[S:8][CH:9]=[C:10]([C:12]2[N:16]([CH3:17])[CH:15]=[C:14]([C:18]#[N:19])[CH:13]=2)[N:11]=1, predict the reactants needed to synthesize it. The reactants are: [OH:1][CH2:2][C:3]([NH:6][C:7]1[S:8][CH:9]=[C:10]([C:12]2[N:16]([CH3:17])[CH:15]=[C:14]([C:18]#[N:19])[CH:13]=2)[N:11]=1)([CH3:5])[CH3:4].C(N(CC)CC)C.Cl[C:28](Cl)([O:30]C(=O)OC(Cl)(Cl)Cl)Cl. (4) Given the product [O:1]([CH2:8][C@@H:9]1[CH2:13][CH2:12][CH2:11][N:10]1[S:14]([C:17]1[CH:25]=[CH:24][C:23]2[N:22]3[CH2:33][C:34]4([CH2:37][CH2:36][CH2:35]4)[CH2:38][N:39]=[C:21]3[C:20](=[O:27])[C:19]=2[CH:18]=1)(=[O:15])=[O:16])[C:2]1[CH:7]=[CH:6][CH:5]=[CH:4][CH:3]=1, predict the reactants needed to synthesize it. The reactants are: [O:1]([CH2:8][C@@H:9]1[CH2:13][CH2:12][CH2:11][N:10]1[S:14]([C:17]1[CH:18]=[C:19]2[C:23](=[CH:24][CH:25]=1)[NH:22][C:21](=O)[C:20]12OCCC[O:27]1)(=[O:16])=[O:15])[C:2]1[CH:7]=[CH:6][CH:5]=[CH:4][CH:3]=1.Cl[CH2:33][C:34]1([C:38]#[N:39])[CH2:37][CH2:36][CH2:35]1. (5) Given the product [CH3:14][S:11]([C:8]1[CH:9]=[CH:10][C:2]([O:19][C:17]([CH3:20])([CH3:18])[C:16]([F:22])([F:21])[F:15])=[C:3]([CH:7]=1)[C:4]([OH:6])=[O:5])(=[O:13])=[O:12], predict the reactants needed to synthesize it. The reactants are: F[C:2]1[CH:10]=[CH:9][C:8]([S:11]([CH3:14])(=[O:13])=[O:12])=[CH:7][C:3]=1[C:4]([OH:6])=[O:5].[F:15][C:16]([F:22])([F:21])[C:17]([CH3:20])([OH:19])[CH3:18].C(=O)([O-])[O-].[Cs+].[Cs+].C(O)=O. (6) Given the product [Cl:12][C:11]1[CH:10]=[CH:9][C:4]([C:5]([O:7][CH3:8])=[O:6])=[C:3]([NH:13][CH2:14][CH2:15][CH2:16][OH:17])[C:2]=1[NH:1][C:27](=[S:28])[NH:26][C:20]1[C:19]([Cl:18])=[CH:24][C:23]([Cl:25])=[CH:22][N:21]=1, predict the reactants needed to synthesize it. The reactants are: [NH2:1][C:2]1[C:3]([NH:13][CH2:14][CH2:15][CH2:16][OH:17])=[C:4]([CH:9]=[CH:10][C:11]=1[Cl:12])[C:5]([O:7][CH3:8])=[O:6].[Cl:18][C:19]1[C:20]([N:26]=[C:27]=[S:28])=[N:21][CH:22]=[C:23]([Cl:25])[CH:24]=1. (7) Given the product [C:1]([O:5][C:6](=[O:24])[CH2:7][N:8]([C:9]1[CH:14]=[CH:13][CH:12]=[CH:11][C:10]=1[O:15][CH2:27][C:28]1[CH:33]=[CH:32][CH:31]=[CH:30][CH:29]=1)[CH2:16][C:17]([O:19][C:20]([CH3:23])([CH3:22])[CH3:21])=[O:18])([CH3:4])([CH3:3])[CH3:2], predict the reactants needed to synthesize it. The reactants are: [C:1]([O:5][C:6](=[O:24])[CH2:7][N:8]([CH2:16][C:17]([O:19][C:20]([CH3:23])([CH3:22])[CH3:21])=[O:18])[C:9]1[CH:14]=[CH:13][CH:12]=[CH:11][C:10]=1[OH:15])([CH3:4])([CH3:3])[CH3:2].[H-].[Na+].[CH2:27](Br)[C:28]1[CH:33]=[CH:32][CH:31]=[CH:30][CH:29]=1.